This data is from Reaction yield outcomes from USPTO patents with 853,638 reactions. The task is: Predict the reaction yield, written as a fraction of the theoretical maximum amount of product (1.0 means a 100% yield; for example, 0.34 means a 34% yield). (1) The reactants are [OH:1][C:2]1([OH:16])[CH:15]=[CH:14][C:5]([C:6]([C:8]2[CH:13]=[CH:12][CH:11]=[CH:10][CH:9]=2)=[O:7])=[CH:4][CH2:3]1.Br[CH2:18][CH2:19][CH2:20][CH2:21][CH2:22][CH2:23][CH2:24][CH2:25][CH2:26][CH2:27][CH2:28][CH2:29][O:30][CH2:31][CH2:32][CH2:33][CH2:34][CH2:35][CH2:36][CH2:37][CH2:38][CH2:39][CH2:40][CH2:41][CH2:42][CH2:43][CH2:44][CH2:45][CH2:46][CH2:47][CH2:48][CH2:49][CH2:50][CH2:51][CH3:52].[C:53](=[O:56])([O-])[O-].[K+].[K+].Cl. The catalyst is C(Cl)(Cl)Cl.CN(C=O)C. The product is [CH2:31]([O:30][CH2:29][CH2:28][CH2:27][CH2:26][CH2:25][CH2:24][CH2:23][CH2:22][CH2:21][CH2:20][CH2:19][CH2:18][O:16][C:2]1([O:1][CH2:18][CH2:19][CH2:20][CH2:21][CH2:22][CH2:23][CH2:24][CH2:25][CH2:26][CH2:27][CH2:28][CH2:29][O:56][CH2:53][CH2:51][CH2:50][CH2:49][CH2:48][CH2:47][CH2:46][CH2:45][CH2:44][CH2:43][CH2:42][CH2:41][CH2:40][CH2:39][CH2:38][CH2:37][CH2:36][CH2:35][CH2:34][CH2:33][CH2:32][CH3:31])[CH:3]=[CH:4][C:5]([C:6]([C:8]2[CH:13]=[CH:12][CH:11]=[CH:10][CH:9]=2)=[O:7])=[CH:14][CH2:15]1)[CH2:32][CH2:33][CH2:34][CH2:35][CH2:36][CH2:37][CH2:38][CH2:39][CH2:40][CH2:41][CH2:42][CH2:43][CH2:44][CH2:45][CH2:46][CH2:47][CH2:48][CH2:49][CH2:50][CH2:51][CH3:52]. The yield is 0.950. (2) The reactants are [C:1]([C:3]1[CH:27]=[CH:26][C:6]([O:7][CH2:8][CH2:9][N:10]([CH2:15][CH2:16][N:17]2[CH2:24][CH:23]3[O:25][CH:19]([CH2:20][NH:21][CH2:22]3)[CH2:18]2)[S:11]([CH3:14])(=[O:13])=[O:12])=[CH:5][CH:4]=1)#[N:2].[N:28]1[CH:33]=[CH:32][CH:31]=[C:30]([CH:34]=O)[CH:29]=1.C(O[BH-](OC(=O)C)OC(=O)C)(=O)C.[Na+]. The catalyst is C(Cl)Cl. The product is [C:1]([C:3]1[CH:4]=[CH:5][C:6]([O:7][CH2:8][CH2:9][N:10]([CH2:15][CH2:16][N:17]2[CH2:24][CH:23]3[O:25][CH:19]([CH2:20][N:21]([CH2:34][C:30]4[CH:29]=[N:28][CH:33]=[CH:32][CH:31]=4)[CH2:22]3)[CH2:18]2)[S:11]([CH3:14])(=[O:13])=[O:12])=[CH:26][CH:27]=1)#[N:2]. The yield is 0.680. (3) The reactants are C([O:8][C:9]1[CH:14]=[CH:13][C:12]([CH:15]=[CH:16][C:17]([O:19][CH2:20][CH3:21])=[O:18])=[CH:11][C:10]=1[CH:22]1[CH2:26][CH2:25][CH2:24][CH2:23]1)C1C=CC=CC=1. The catalyst is C(O)C.[Pd]. The product is [CH:22]1([C:10]2[CH:11]=[C:12]([CH2:15][CH2:16][C:17]([O:19][CH2:20][CH3:21])=[O:18])[CH:13]=[CH:14][C:9]=2[OH:8])[CH2:23][CH2:24][CH2:25][CH2:26]1. The yield is 0.960. (4) The reactants are [Cr](Cl)([O-])(=O)=O.[NH+]1C=CC=CC=1.[CH3:12][O:13][C:14]1[C:19]([O:20][CH3:21])=[CH:18][C:17]([CH2:22][OH:23])=[C:16]([CH:24]([CH3:32])[CH2:25][C:26]2[CH:31]=[CH:30][CH:29]=[CH:28][CH:27]=2)[CH:15]=1. The catalyst is C(Cl)Cl.CCOCC. The product is [CH3:12][O:13][C:14]1[C:19]([O:20][CH3:21])=[CH:18][C:17]([CH:22]=[O:23])=[C:16]([CH:24]([CH3:32])[CH2:25][C:26]2[CH:31]=[CH:30][CH:29]=[CH:28][CH:27]=2)[CH:15]=1. The yield is 0.760. (5) The reactants are [Cl:1][C:2]1[CH:3]=[C:4]([C:8]2[N:13]=[C:12]3[CH2:14][CH2:15][CH2:16][C:11]3=[C:10]([NH:17][C:18]3[CH:19]=[C:20]([CH2:24][C:25](OC)=[O:26])[CH:21]=[CH:22][CH:23]=3)[CH:9]=2)[CH:5]=[CH:6][CH:7]=1.[NH3:29]. The catalyst is CO. The product is [ClH:1].[Cl:1][C:2]1[CH:3]=[C:4]([C:8]2[N:13]=[C:12]3[CH2:14][CH2:15][CH2:16][C:11]3=[C:10]([NH:17][C:18]3[CH:19]=[C:20]([CH2:24][C:25]([NH2:29])=[O:26])[CH:21]=[CH:22][CH:23]=3)[CH:9]=2)[CH:5]=[CH:6][CH:7]=1. The yield is 0.860. (6) The reactants are [CH3:1][C:2]1[CH:7]=[C:6]([CH3:8])[CH:5]=[C:4]([N+:9]([O-:11])=[O:10])[C:3]=1[NH:12][C:13](=[O:15])[CH3:14].[H-].[Na+].I[CH2:19][CH2:20][CH3:21]. The catalyst is C1COCC1.CCOC(C)=O. The product is [CH3:1][C:2]1[CH:7]=[C:6]([CH3:8])[CH:5]=[C:4]([N+:9]([O-:11])=[O:10])[C:3]=1[N:12]([CH2:19][CH2:20][CH3:21])[C:13](=[O:15])[CH3:14]. The yield is 0.400. (7) The reactants are C1(P(C2C=CC=CC=2)C2C=CC=CC=2)C=CC=CC=1.N(C(OC(C)C)=O)=NC(OC(C)C)=O.[C:34]([OH:42])(=[O:41])[C:35]1[CH:40]=[CH:39][CH:38]=[CH:37][CH:36]=1.[CH2:43]([O:50][C:51]([N:53]1[CH2:57][CH:56]2[CH:58](O)[CH:59]([F:61])[CH2:60][CH:55]2[CH2:54]1)=[O:52])[C:44]1[CH:49]=[CH:48][CH:47]=[CH:46][CH:45]=1. The catalyst is O1CCCC1. The product is [CH2:43]([O:50][C:51]([N:53]1[CH2:57][CH:56]2[CH:58]([O:41][C:34](=[O:42])[C:35]3[CH:40]=[CH:39][CH:38]=[CH:37][CH:36]=3)[CH:59]([F:61])[CH2:60][CH:55]2[CH2:54]1)=[O:52])[C:44]1[CH:45]=[CH:46][CH:47]=[CH:48][CH:49]=1. The yield is 1.00.